Task: Predict the reaction yield, written as a fraction of the theoretical maximum amount of product (1.0 means a 100% yield; for example, 0.34 means a 34% yield).. Dataset: Reaction yield outcomes from USPTO patents with 853,638 reactions (1) The reactants are [F:1][C:2]1[CH:3]=[C:4]([NH:28][C:29]([NH:31][C:32](=[O:40])[CH2:33][C:34]2[CH:39]=[CH:38][CH:37]=[CH:36][CH:35]=2)=[S:30])[CH:5]=[CH:6][C:7]=1[O:8][C:9]1[CH:14]=[CH:13][N:12]=[C:11]2[CH:15]=[C:16]([C:18]3[CH:23]=[CH:22][C:21](S(C)(=O)=O)=[CH:20][CH:19]=3)[S:17][C:10]=12.FC1C=C(N)C=CC=1OC1C=CN=C2C=C(C3C=CC(S(C)(=O)=O)=CC=3)SC=12.NC1C=CC(OC2C=CN=C3C=C(C4C=CC([N:90]5[CH2:95][CH2:94][N:93]([C:96]([O:98][C:99]([CH3:102])([CH3:101])[CH3:100])=[O:97])[CH2:92][CH2:91]5)=CC=4)SC=23)=C(F)C=1. No catalyst specified. The product is [F:1][C:2]1[CH:3]=[C:4]([NH:28][C:29]([NH:31][C:32](=[O:40])[CH2:33][C:34]2[CH:39]=[CH:38][CH:37]=[CH:36][CH:35]=2)=[S:30])[CH:5]=[CH:6][C:7]=1[O:8][C:9]1[CH:14]=[CH:13][N:12]=[C:11]2[CH:15]=[C:16]([C:18]3[CH:19]=[CH:20][C:21]([N:90]4[CH2:91][CH2:92][N:93]([C:96]([O:98][C:99]([CH3:102])([CH3:101])[CH3:100])=[O:97])[CH2:94][CH2:95]4)=[CH:22][CH:23]=3)[S:17][C:10]=12. The yield is 0.410. (2) The reactants are [F:1][CH:2]([F:21])[O:3][C:4]1[C:5]([C:11]2[CH:12]=[N:13][C:14]([C:17]([F:20])([F:19])[F:18])=[N:15][CH:16]=2)=[CH:6][C:7]([CH3:10])=[N:8][CH:9]=1.C1C(=O)N([Br:29])C(=O)C1. The catalyst is C(Cl)(Cl)(Cl)Cl. The product is [Br:29][CH2:10][C:7]1[CH:6]=[C:5]([C:11]2[CH:16]=[N:15][C:14]([C:17]([F:20])([F:19])[F:18])=[N:13][CH:12]=2)[C:4]([O:3][CH:2]([F:1])[F:21])=[CH:9][N:8]=1. The yield is 0.790. (3) The reactants are Cl.[NH2:2][OH:3].C[O-].[Na+].CO.CO[C:11](=[O:40])[C@H:12]([CH:37]1[CH2:39][CH2:38]1)[NH:13][C:14](=[O:36])[C:15]1[CH:20]=[CH:19][C:18]([C:21]#[C:22][C:23]2[CH:28]=[CH:27][C:26]([CH2:29][N:30]3[CH2:35][CH2:34][O:33][CH2:32][CH2:31]3)=[CH:25][CH:24]=2)=[CH:17][CH:16]=1.Cl. The catalyst is CO.C1COCC1.CO. The product is [CH:37]1([C@@H:12]([C:11](=[O:40])[NH:2][OH:3])[NH:13][C:14](=[O:36])[C:15]2[CH:20]=[CH:19][C:18]([C:21]#[C:22][C:23]3[CH:28]=[CH:27][C:26]([CH2:29][N:30]4[CH2:31][CH2:32][O:33][CH2:34][CH2:35]4)=[CH:25][CH:24]=3)=[CH:17][CH:16]=2)[CH2:39][CH2:38]1. The yield is 0.280. (4) The reactants are Cl.[CH2:2]1[C:11]2[C:6](=[CH:7][CH:8]=[CH:9][CH:10]=2)[CH2:5][CH2:4][N:3]1[CH2:12][C:13]([OH:15])=O.[CH2:16]([C@H:23]1[CH2:27][NH:26][C@H:25]([C:28]([NH:30][C:31]2[CH:36]=[CH:35][C:34]([O:37][C:38]3[CH:43]=[CH:42][C:41]([F:44])=[CH:40][CH:39]=3)=[CH:33][CH:32]=2)=[O:29])[CH2:24]1)[C:17]1[CH:22]=[CH:21][CH:20]=[CH:19][CH:18]=1. No catalyst specified. The product is [CH2:16]([C@H:23]1[CH2:27][N:26]([C:13](=[O:15])[CH2:12][N:3]2[CH2:4][CH2:5][C:6]3[C:11](=[CH:10][CH:9]=[CH:8][CH:7]=3)[CH2:2]2)[C@H:25]([C:28]([NH:30][C:31]2[CH:36]=[CH:35][C:34]([O:37][C:38]3[CH:39]=[CH:40][C:41]([F:44])=[CH:42][CH:43]=3)=[CH:33][CH:32]=2)=[O:29])[CH2:24]1)[C:17]1[CH:18]=[CH:19][CH:20]=[CH:21][CH:22]=1. The yield is 0.347. (5) The reactants are Cl[C:2]1[N:10]=[C:9]([Cl:11])[CH:8]=[CH:7][C:3]=1[C:4]([OH:6])=[O:5].[CH2:12]([NH2:14])[CH3:13]. No catalyst specified. The product is [Cl:11][C:9]1[CH:8]=[CH:7][C:3]([C:4]([OH:6])=[O:5])=[C:2]([NH:14][CH2:12][CH3:13])[N:10]=1. The yield is 0.914. (6) The reactants are [F:1][C:2]1[CH:7]=[C:6]([F:8])[CH:5]=[CH:4][C:3]=1[C@@:9]([OH:32])([C@:11]([N:27]1[CH:31]=[N:30][CH:29]=[N:28]1)([S:13][CH:14]1[CH2:19][CH2:18][N:17](C(OC(C)(C)C)=O)[CH2:16][CH2:15]1)[CH3:12])[CH3:10].C(OCC)(=O)C.[ClH:39]. The catalyst is C(OCC)(=O)C. The product is [ClH:39].[ClH:39].[F:1][C:2]1[CH:7]=[C:6]([F:8])[CH:5]=[CH:4][C:3]=1[C@@:9]([OH:32])([C@:11]([N:27]1[CH:31]=[N:30][CH:29]=[N:28]1)([S:13][CH:14]1[CH2:19][CH2:18][NH:17][CH2:16][CH2:15]1)[CH3:12])[CH3:10]. The yield is 1.00.